From a dataset of Forward reaction prediction with 1.9M reactions from USPTO patents (1976-2016). Predict the product of the given reaction. Given the reactants [N+:1]([C:4]1[CH:5]=[C:6]([S:10]([NH2:13])(=[O:12])=[O:11])[CH:7]=[CH:8][CH:9]=1)([O-:3])=[O:2].C(N(CC)CC)C.[Cl:21][C:22]1[CH:30]=[CH:29][CH:28]=[CH:27][C:23]=1[C:24](Cl)=[O:25], predict the reaction product. The product is: [Cl:21][C:22]1[CH:30]=[CH:29][CH:28]=[CH:27][C:23]=1[C:24]([NH:13][S:10]([C:6]1[CH:7]=[CH:8][CH:9]=[C:4]([N+:1]([O-:3])=[O:2])[CH:5]=1)(=[O:11])=[O:12])=[O:25].